Task: Regression. Given a peptide amino acid sequence and an MHC pseudo amino acid sequence, predict their binding affinity value. This is MHC class I binding data.. Dataset: Peptide-MHC class I binding affinity with 185,985 pairs from IEDB/IMGT (1) The peptide sequence is LLLIVQALR. The MHC is HLA-A02:06 with pseudo-sequence HLA-A02:06. The binding affinity (normalized) is 0.255. (2) The peptide sequence is KAFKNNLSR. The MHC is HLA-A68:01 with pseudo-sequence HLA-A68:01. The binding affinity (normalized) is 0.525. (3) The MHC is HLA-B51:01 with pseudo-sequence HLA-B51:01. The binding affinity (normalized) is 0.0847. The peptide sequence is YVLSFQVTF. (4) The peptide sequence is FTTSLFLHL. The MHC is HLA-A68:02 with pseudo-sequence HLA-A68:02. The binding affinity (normalized) is 0.865. (5) The binding affinity (normalized) is 0.0979. The peptide sequence is APAICHEGKA. The MHC is HLA-B53:01 with pseudo-sequence HLA-B53:01. (6) The peptide sequence is VSDTTVLLH. The MHC is HLA-B48:01 with pseudo-sequence HLA-B48:01. The binding affinity (normalized) is 0.0847. (7) The peptide sequence is MIAGVFFTFV. The MHC is HLA-A02:17 with pseudo-sequence HLA-A02:17. The binding affinity (normalized) is 0.592. (8) The peptide sequence is WTSASEAVND. The MHC is HLA-B57:01 with pseudo-sequence HLA-B57:01. The binding affinity (normalized) is 0.335. (9) The peptide sequence is KGGLEGIYY. The MHC is Mamu-B3901 with pseudo-sequence Mamu-B3901. The binding affinity (normalized) is 0.316.